From a dataset of Reaction yield outcomes from USPTO patents with 853,638 reactions. Predict the reaction yield, written as a fraction of the theoretical maximum amount of product (1.0 means a 100% yield; for example, 0.34 means a 34% yield). (1) The reactants are [C:1]([C:3]1[C:4]([CH3:14])=[CH:5][C:6]([CH3:13])=[C:7]([CH:12]=1)[C:8]([O:10][CH3:11])=[O:9])#[N:2].P(OCC)(OCC)([S-])=[S:16]. The catalyst is O1CCCC1.O. The product is [C:1]([C:3]1[C:4]([CH3:14])=[CH:5][C:6]([CH3:13])=[C:7]([CH:12]=1)[C:8]([O:10][CH3:11])=[O:9])(=[S:16])[NH2:2]. The yield is 0.570. (2) The reactants are [CH3:1][N:2]([CH:10]1[CH2:15][CH2:14][C:13]([C:16]2[C:24]3[C:19](=[CH:20][C:21]([NH:25][C:26]([C:28]4[S:29][CH:30]=[CH:31][CH:32]=4)=[NH:27])=[CH:22][CH:23]=3)[NH:18][CH:17]=2)=[CH:12][CH2:11]1)C(=O)OC(C)(C)C.C(O)(C(F)(F)F)=O. The catalyst is C(Cl)Cl. The product is [CH3:1][NH:2][CH:10]1[CH2:15][CH2:14][C:13]([C:16]2[C:24]3[C:19](=[CH:20][C:21]([NH:25][C:26]([C:28]4[S:29][CH:30]=[CH:31][CH:32]=4)=[NH:27])=[CH:22][CH:23]=3)[NH:18][CH:17]=2)=[CH:12][CH2:11]1. The yield is 0.880.